Dataset: Reaction yield outcomes from USPTO patents with 853,638 reactions. Task: Predict the reaction yield, written as a fraction of the theoretical maximum amount of product (1.0 means a 100% yield; for example, 0.34 means a 34% yield). (1) The reactants are [Br:1][C:2]1[CH:11]=[C:10]([CH2:12]Br)[CH:9]=[CH:8][C:3]=1[C:4]([O:6][CH3:7])=[O:5].[CH3:14][NH2:15].C([O-])([O-])=O.[K+].[K+]. The catalyst is C1COCC1. The product is [Br:1][C:2]1[CH:11]=[C:10]([CH2:12][NH:15][CH3:14])[CH:9]=[CH:8][C:3]=1[C:4]([O:6][CH3:7])=[O:5]. The yield is 0.800. (2) The reactants are [N:1]1[CH:6]=[CH:5][CH:4]=[C:3](B(O)O)[CH:2]=1.C(=O)([O-])[O-].[Na+].[Na+].Br[C:17]1[C:18]([N:26]2[CH2:31][CH2:30][N:29]([C:32](=[O:53])[C@@H:33]([C:46]3[CH:51]=[CH:50][C:49]([Cl:52])=[CH:48][CH:47]=3)[CH2:34][N:35]([CH:43]([CH3:45])[CH3:44])[C:36](=[O:42])[O:37][C:38]([CH3:41])([CH3:40])[CH3:39])[CH2:28][CH2:27]2)=[C:19]2[CH:25]=[CH:24][NH:23][C:20]2=[N:21][CH:22]=1. The catalyst is C1C=CC([P]([Pd]([P](C2C=CC=CC=2)(C2C=CC=CC=2)C2C=CC=CC=2)([P](C2C=CC=CC=2)(C2C=CC=CC=2)C2C=CC=CC=2)[P](C2C=CC=CC=2)(C2C=CC=CC=2)C2C=CC=CC=2)(C2C=CC=CC=2)C2C=CC=CC=2)=CC=1. The product is [Cl:52][C:49]1[CH:48]=[CH:47][C:46]([C@H:33]([C:32](=[O:53])[N:29]2[CH2:30][CH2:31][N:26]([C:18]3[C:17]([C:3]4[CH:2]=[N:1][CH:6]=[CH:5][CH:4]=4)=[CH:22][N:21]=[C:20]4[NH:23][CH:24]=[CH:25][C:19]=34)[CH2:27][CH2:28]2)[CH2:34][N:35]([CH:43]([CH3:45])[CH3:44])[C:36](=[O:42])[O:37][C:38]([CH3:41])([CH3:40])[CH3:39])=[CH:51][CH:50]=1. The yield is 0.640. (3) The reactants are [N+:1]([C:4]1[CH:5]=[C:6]2[C:10](=[CH:11][CH:12]=1)[NH:9][C:8]([C:13]([O:15][CH2:16][CH3:17])=[O:14])=[C:7]2[C:18]1[CH:23]=[CH:22][CH:21]=[CH:20][CH:19]=1)([O-:3])=[O:2].[CH2:24](Br)[C:25]1[CH:30]=[CH:29][CH:28]=[CH:27][CH:26]=1.C([O-])([O-])=O.[Cs+].[Cs+]. The catalyst is C1COCC1. The product is [CH2:24]([N:9]1[C:10]2[C:6](=[CH:5][C:4]([N+:1]([O-:3])=[O:2])=[CH:12][CH:11]=2)[C:7]([C:18]2[CH:23]=[CH:22][CH:21]=[CH:20][CH:19]=2)=[C:8]1[C:13]([O:15][CH2:16][CH3:17])=[O:14])[C:25]1[CH:30]=[CH:29][CH:28]=[CH:27][CH:26]=1. The yield is 0.930. (4) The reactants are [CH3:1][S:2]([N:5]1[CH2:10][CH2:9][N:8]([CH2:11][C:12]2[S:20][C:19]3[C:18]([N:21]4[CH2:26][CH2:25][O:24][CH2:23][CH2:22]4)=[N:17][C:16]([C:27]4[S:31][C:30]([NH2:32])=[N:29][CH:28]=4)=[N:15][C:14]=3[CH:13]=2)[CH2:7][CH2:6]1)(=[O:4])=[O:3].C(N(CC)CC)C.[C:40](Cl)(=[O:42])[CH3:41]. The catalyst is C1COCC1. The product is [CH3:1][S:2]([N:5]1[CH2:10][CH2:9][N:8]([CH2:11][C:12]2[S:20][C:19]3[C:18]([N:21]4[CH2:26][CH2:25][O:24][CH2:23][CH2:22]4)=[N:17][C:16]([C:27]4[S:31][C:30]([NH:32][C:40](=[O:42])[CH3:41])=[N:29][CH:28]=4)=[N:15][C:14]=3[CH:13]=2)[CH2:7][CH2:6]1)(=[O:4])=[O:3]. The yield is 0.540. (5) The reactants are [O-]CC.[Mg+2:4].[O-]CC.[C:8]([OH:17])(=[O:16])[CH:9]([CH2:13][CH2:14][CH3:15])[CH2:10][CH2:11][CH3:12].CC(C)=O. The catalyst is C(O)C. The product is [C:8]([O-:17])(=[O:16])[CH:9]([CH2:13][CH2:14][CH3:15])[CH2:10][CH2:11][CH3:12].[Mg+2:4].[C:8]([O-:17])(=[O:16])[CH:9]([CH2:13][CH2:14][CH3:15])[CH2:10][CH2:11][CH3:12]. The yield is 0.660. (6) The reactants are [N:1]1([C:7]2[CH:12]=[CH:11][C:10]([CH2:13][C:14]([OH:16])=[O:15])=[CH:9][CH:8]=2)[CH2:6][CH2:5][O:4][CH2:3][CH2:2]1.S(=O)(=O)(O)O.[CH3:22]O. No catalyst specified. The product is [CH3:22][O:15][C:14](=[O:16])[CH2:13][C:10]1[CH:9]=[CH:8][C:7]([N:1]2[CH2:2][CH2:3][O:4][CH2:5][CH2:6]2)=[CH:12][CH:11]=1. The yield is 0.420.